Dataset: Experimentally validated miRNA-target interactions with 360,000+ pairs, plus equal number of negative samples. Task: Binary Classification. Given a miRNA mature sequence and a target amino acid sequence, predict their likelihood of interaction. (1) Result: 0 (no interaction). The miRNA is hsa-miR-6892-3p with sequence UCCCUCUCCCACCCCUUGCAG. The protein sequence of the target gene is MTVFRQENVDDYYDTGEELGSGQFAVVKKCREKSTGLQYAAKFIKKRRTKSSRRGVSREDIEREVSILKEIRHPNVITLHEVYENKTDVILILELVAGGELFDFLAEKESLTEEEATEFLKQILSGVYYLHSLQIAHFDLKPENIMLLDRNVPKPRIKIIDFGLAHKIDFGNEFKNIFGTPEFVAPEIVNYEPLGLEADMWSIGVITYILLSGASPFLGDTKQETLANVSAVNYDFEEEFFRNTSTLAKDFIRRLLVKDPKKRMTIQDSLQHPWIKPKDTQQALSRKASAVNMEKFKKFA.... (2) The miRNA is hsa-miR-6762-5p with sequence CGGGGCCAUGGAGCAGCCUGUGU. The protein sequence of the target gene is MALNNFLFAQCACYFLAFLFSFVVVVPLSENGHDFRGRCLLFTEGMWLSANLTVQERERFTVQEWGPPAACRFSLLASLLSLLLAAAHAWRTLFFLCKGHEGSFFSAFLNLLVSAFVVFLVFIASTIVSVGFTMWCDTITEKGTVPHSCEELQDIDLELGVDNSAFYDQFAIAQFGLWASWLAWLAITTLAFLKVYHNYRQEDLLDSLIHEKELLLARPSPRTSFQEEKSAVI. Result: 1 (interaction). (3) The miRNA is hsa-miR-3180-3p with sequence UGGGGCGGAGCUUCCGGAGGCC. The protein sequence of the target gene is MSRRKQAKPQHLKSDEELPPQDGASEHGVPGDGAEDADSGSESRSGSEETSVCEKCCAEFFKWADFLQHKKTCTKNPLVLIVHDDEPAPPSEDFPEPSPASSPSDRTESEVAEEVAPTEGSEVKAATKEAEPMDVEVSTDKGPPGPSVPPPPPALPPQPEPAAFSMPSTNVTLETLLSTKVAVAQFSQGARAGGTTGAGGSVGAVAIPMILEQLVALQQQQIHQLQLIEQIRSQVALMSRQPGPPLKPSASAPGTASVQLQGLTPHAALQLSAGPATASAGSGSTLPAAFDGPQHLSQPA.... Result: 0 (no interaction). (4) The miRNA is hsa-miR-548az-3p with sequence AAAAACUGCAAUCACUUUUGC. The protein sequence of the target gene is MHRAPSPTAEQPPGRGDNTRRTPQPRFKASAPAMALPRTLGELQLYRVLQRANLLSYYETFIQQGGDDVQQLCEAGEEEFLEIMALVGMATKPLHVRRLQKALREWATNPGLFSQPVPAVPVSSIPLFKISETAGTRKGSMSNGHGSPGEKAGSARSFSPKSPLELGEKLSPLPGGPGAGDPRIWPGQSTPESDVGAGGEEEAGSPPFSPPAGGGVSEGPGVGGVAAGGAGGGPDRLEPEMVRMVVESVERIFRSFPRGDTGEIASLLKLNKKLARSVGHIFEMDDHDAQKEEEIRKYSV.... Result: 0 (no interaction). (5) The miRNA is mmu-miR-342-3p with sequence UCUCACACAGAAAUCGCACCCGU. The protein sequence of the target gene is MTTLAGAVPRMMRPGPGQNYPRSGFPLEVSTPLGQGRVNQLGGVFINGRPLPNHIRHKIVEMAHHGIRPCVISRQLRVSHGCVSKILCRYQETGSIRPGAIGGSKPKQVTTPDVEKKIEEYKRENPGMFSWEIRDKLLKDAVCDRNTVPSVSSISRILRSKFGKGEEEEADLERKEAEESEKKAKHSIDGILSERASAPQSDEGSDIDSEPDLPLKRKQRRSRTTFTAEQLEELERAFERTHYPDIYTREELAQRAKLTEARVQVWFSNRRARWRKQAGANQLMAFNHLIPGGFPPTAMP.... Result: 1 (interaction).